Dataset: Forward reaction prediction with 1.9M reactions from USPTO patents (1976-2016). Task: Predict the product of the given reaction. (1) Given the reactants Cl[C:2]1[CH:7]=[C:6]([Cl:8])[N:5]=[C:4]([S:9][CH2:10][C:11]2[CH:16]=[CH:15][CH:14]=[C:13]([F:17])[C:12]=2[F:18])[N:3]=1.[H-].[Na+].[CH3:21][CH:22]([OH:24])[CH3:23], predict the reaction product. The product is: [Cl:8][C:6]1[CH:7]=[C:2]([O:24][CH:22]([CH3:23])[CH3:21])[N:3]=[C:4]([S:9][CH2:10][C:11]2[CH:16]=[CH:15][CH:14]=[C:13]([F:17])[C:12]=2[F:18])[N:5]=1. (2) Given the reactants N#N.I[C:4]1[N:5]=[N+:6]([O-:17])[C:7]2[CH:16]=[C:12]3[CH2:13][CH2:14][O:15][C:11]3=[CH:10][C:8]=2[N:9]=1.[CH2:18]([OH:21])[CH:19]=[CH2:20].C([O-])(O)=O.[Na+], predict the reaction product. The product is: [O-:17][N+:6]1[C:7]2[CH:16]=[C:12]3[CH2:13][CH2:14][O:15][C:11]3=[CH:10][C:8]=2[N:9]=[C:4]([CH2:20][CH2:19][CH:18]=[O:21])[N:5]=1. (3) Given the reactants Br[C:2]1[CH:7]=[CH:6][CH:5]=[C:4]([Br:8])[N:3]=1.[NH2:9][CH2:10][CH2:11][CH2:12][OH:13], predict the reaction product. The product is: [Br:8][C:4]1[N:3]=[C:2]([NH:9][CH2:10][CH2:11][CH2:12][OH:13])[CH:7]=[CH:6][CH:5]=1. (4) Given the reactants CS[C:3]1[N:8]=[C:7]([OH:9])[CH:6]=[C:5]([CH2:10][S:11]([CH3:14])(=[O:13])=[O:12])[N:4]=1.[NH:15]1[C:23]2[C:18](=[CH:19][C:20](B(O)O)=[CH:21][CH:22]=2)[CH:17]=[CH:16]1, predict the reaction product. The product is: [NH:15]1[C:23]2[C:18](=[CH:19][C:20]([C:3]3[NH:8][C:7](=[O:9])[CH:6]=[C:5]([CH2:10][S:11]([CH3:14])(=[O:13])=[O:12])[N:4]=3)=[CH:21][CH:22]=2)[CH:17]=[CH:16]1. (5) Given the reactants [N:1]1([C:10]([C:12]2[CH:17]=[CH:16][C:15]([CH2:18][NH:19][CH:20]3[CH2:28][C:27]4[C:22](=[CH:23][CH:24]=[CH:25][CH:26]=4)[CH2:21]3)=[C:14]([N+:29]([O-])=O)[CH:13]=2)=[O:11])[C:9]2[C:4](=[CH:5][CH:6]=[CH:7][CH:8]=2)[CH2:3][CH2:2]1.[H][H], predict the reaction product. The product is: [NH2:29][C:14]1[CH:13]=[C:12]([C:10]([N:1]2[C:9]3[C:4](=[CH:5][CH:6]=[CH:7][CH:8]=3)[CH2:3][CH2:2]2)=[O:11])[CH:17]=[CH:16][C:15]=1[CH2:18][NH:19][CH:20]1[CH2:28][C:27]2[C:22](=[CH:23][CH:24]=[CH:25][CH:26]=2)[CH2:21]1. (6) The product is: [F:1][C:2]([F:18])([C:8]1[CH:13]=[CH:12][CH:11]=[C:10]([OH:14])[CH:9]=1)[C:3]([O:5][CH2:6][CH3:7])=[O:4]. Given the reactants [F:1][C:2]([F:18])([C:8]1[CH:13]=[CH:12][CH:11]=[C:10]([O:14]COC)[CH:9]=1)[C:3]([O:5][CH2:6][CH3:7])=[O:4].Cl, predict the reaction product. (7) Given the reactants [Si]([O:8][CH2:9][CH2:10][C@H:11]([NH:18][C:19]1[O:20][C:21]([CH3:35])([CH3:34])[CH:22]([C:27]2[CH:28]=[C:29]([CH3:33])[CH:30]=[CH:31][CH:32]=2)[S:23](=[O:26])(=[O:25])[N:24]=1)[C:12]1[CH:17]=[CH:16][CH:15]=[CH:14][CH:13]=1)(C(C)(C)C)(C)C.Cl, predict the reaction product. The product is: [CH3:34][C:21]1([CH3:35])[O:20][C:19]([NH:18][C@H:11]([C:12]2[CH:17]=[CH:16][CH:15]=[CH:14][CH:13]=2)[CH2:10][CH2:9][OH:8])=[N:24][S:23](=[O:26])(=[O:25])[CH:22]1[C:27]1[CH:28]=[C:29]([CH3:33])[CH:30]=[CH:31][CH:32]=1.